From a dataset of NCI-60 drug combinations with 297,098 pairs across 59 cell lines. Regression. Given two drug SMILES strings and cell line genomic features, predict the synergy score measuring deviation from expected non-interaction effect. (1) Drug 1: C1CC(=O)NC(=O)C1N2CC3=C(C2=O)C=CC=C3N. Drug 2: CC1CCCC2(C(O2)CC(NC(=O)CC(C(C(=O)C(C1O)C)(C)C)O)C(=CC3=CSC(=N3)C)C)C. Cell line: SF-268. Synergy scores: CSS=4.43, Synergy_ZIP=-0.609, Synergy_Bliss=2.46, Synergy_Loewe=2.69, Synergy_HSA=1.40. (2) Synergy scores: CSS=21.3, Synergy_ZIP=-1.60, Synergy_Bliss=5.46, Synergy_Loewe=-1.63, Synergy_HSA=4.65. Cell line: HS 578T. Drug 2: C1=CC=C(C=C1)NC(=O)CCCCCCC(=O)NO. Drug 1: C1CC(C1)(C(=O)O)C(=O)O.[NH2-].[NH2-].[Pt+2]. (3) Drug 1: C1=CC(=CC=C1C#N)C(C2=CC=C(C=C2)C#N)N3C=NC=N3. Drug 2: C1=CC=C(C=C1)NC(=O)CCCCCCC(=O)NO. Cell line: COLO 205. Synergy scores: CSS=-0.981, Synergy_ZIP=-0.141, Synergy_Bliss=1.59, Synergy_Loewe=-5.32, Synergy_HSA=-2.60. (4) Cell line: OVCAR-4. Synergy scores: CSS=8.15, Synergy_ZIP=-0.0762, Synergy_Bliss=3.47, Synergy_Loewe=-3.41, Synergy_HSA=3.29. Drug 1: CC1C(C(CC(O1)OC2CC(CC3=C2C(=C4C(=C3O)C(=O)C5=C(C4=O)C(=CC=C5)OC)O)(C(=O)C)O)N)O.Cl. Drug 2: CN(C(=O)NC(C=O)C(C(C(CO)O)O)O)N=O.